From a dataset of Reaction yield outcomes from USPTO patents with 853,638 reactions. Predict the reaction yield, written as a fraction of the theoretical maximum amount of product (1.0 means a 100% yield; for example, 0.34 means a 34% yield). (1) The reactants are I[C:2]1[CH:7]=[CH:6][N:5]=[C:4]([NH2:8])[N:3]=1.Br[C:10]([F:17])([F:16])[C:11]([O:13][CH2:14][CH3:15])=[O:12].[Cl-].[NH4+]. The catalyst is CS(C)=O.[Cu]. The product is [NH2:8][C:4]1[N:3]=[C:2]([C:10]([F:17])([F:16])[C:11]([O:13][CH2:14][CH3:15])=[O:12])[CH:7]=[CH:6][N:5]=1. The yield is 0.280. (2) The yield is 0.700. The product is [C:39]([O:42][C:43]([NH:2][C:3]1[CH:4]=[C:5]2[C:9](=[CH:10][CH:11]=1)[N:8]([C:12](=[O:32])[CH2:13][NH:14][C:15](=[O:31])[C@@H:16]([NH:21][C:22](=[O:30])[CH2:23][C:24]1[CH:25]=[CH:26][CH:27]=[CH:28][CH:29]=1)[C@@H:17]([CH3:20])[CH2:18][CH3:19])[C@H:7]([C:33]([OH:35])=[O:34])[CH2:6]2)=[O:44])([CH3:41])([CH3:40])[CH3:38]. The reactants are Cl.[NH2:2][C:3]1[CH:4]=[C:5]2[C:9](=[CH:10][CH:11]=1)[N:8]([C:12](=[O:32])[CH2:13][NH:14][C:15](=[O:31])[C@@H:16]([NH:21][C:22](=[O:30])[CH2:23][C:24]1[CH:29]=[CH:28][CH:27]=[CH:26][CH:25]=1)[C@@H:17]([CH3:20])[CH2:18][CH3:19])[C@H:7]([C:33]([OH:35])=[O:34])[CH2:6]2.[OH-].[Na+].[CH3:38][C:39]([O:42][C:43](O[C:43]([O:42][C:39]([CH3:41])([CH3:40])[CH3:38])=[O:44])=[O:44])([CH3:41])[CH3:40].C(O)(=O)CC(CC(O)=O)(C(O)=O)O. The catalyst is O1CCOCC1.